Dataset: Forward reaction prediction with 1.9M reactions from USPTO patents (1976-2016). Task: Predict the product of the given reaction. (1) Given the reactants [CH2:1]1[C:7]2[C:8]3[CH:14]=[CH:13][C:12]([N:15]4[CH:20]=[CH:19][C:18]([O:21][CH2:22][C:23]5[CH:28]=[CH:27][CH:26]=[C:25]([C:29]([F:32])([F:31])[F:30])[N:24]=5)=[CH:17][C:16]4=[O:33])=[CH:11][C:9]=3[O:10][C:6]=2[CH2:5][CH2:4][CH2:3][NH:2]1.[ClH:34].CCOCC, predict the reaction product. The product is: [ClH:34].[CH2:1]1[C:7]2[C:8]3[CH:14]=[CH:13][C:12]([N:15]4[CH:20]=[CH:19][C:18]([O:21][CH2:22][C:23]5[CH:28]=[CH:27][CH:26]=[C:25]([C:29]([F:31])([F:32])[F:30])[N:24]=5)=[CH:17][C:16]4=[O:33])=[CH:11][C:9]=3[O:10][C:6]=2[CH2:5][CH2:4][CH2:3][NH:2]1. (2) Given the reactants O=[C:2]1[C:11]2[C:6](=[CH:7][CH:8]=[CH:9][CH:10]=2)[O:5][CH:4]([C:12]2[S:13][C:14]([C:17]([O:19][CH3:20])=[O:18])=[CH:15][N:16]=2)[CH2:3]1.[CH3:21][C:22]([S@:25]([NH2:27])=[O:26])([CH3:24])[CH3:23].O1CCC[CH2:29]1, predict the reaction product. The product is: [C:22]([S@:25]([N:27]=[C:2]1[C:11]2[C:6](=[CH:7][CH:8]=[CH:9][CH:10]=2)[O:5][C@H:4]([C:12]2[S:13][C:14]([C:17]([O:19][CH2:20][CH3:29])=[O:18])=[CH:15][N:16]=2)[CH2:3]1)=[O:26])([CH3:24])([CH3:23])[CH3:21]. (3) Given the reactants Cl.[CH2:2]([O:4][C:5](=[O:27])[C@@H:6]([O:24][CH2:25][CH3:26])[CH2:7][C:8]1[CH:13]=[CH:12][C:11]([O:14][CH2:15][CH2:16][C:17]2[CH:22]=[CH:21][C:20]([NH2:23])=[CH:19][CH:18]=2)=[CH:10][CH:9]=1)[CH3:3].C(N(CC)CC)C.[CH2:35]([O:42][C:43](Cl)=[O:44])[C:36]1[CH:41]=[CH:40][CH:39]=[CH:38][CH:37]=1, predict the reaction product. The product is: [CH2:2]([O:4][C:5](=[O:27])[C@@H:6]([O:24][CH2:25][CH3:26])[CH2:7][C:8]1[CH:13]=[CH:12][C:11]([O:14][CH2:15][CH2:16][C:17]2[CH:18]=[CH:19][C:20]([NH:23][C:43]([O:42][CH2:35][C:36]3[CH:41]=[CH:40][CH:39]=[CH:38][CH:37]=3)=[O:44])=[CH:21][CH:22]=2)=[CH:10][CH:9]=1)[CH3:3]. (4) Given the reactants [C:1]([N:5]1[CH:9]=[C:8]([CH2:10][N:11]([CH2:15][C:16]2[N:17]=[N:18][N:19]([C:21]([CH3:24])([CH3:23])[CH3:22])[CH:20]=2)[CH2:12][C:13]#[CH:14])[N:7]=[N:6]1)([CH3:4])([CH3:3])[CH3:2].[N:25]([CH2:28][CH2:29][OH:30])=[N+:26]=[N-:27].O=C1O[C@H]([C@H](CO)O)C([O-])=C1O.[Na+].O, predict the reaction product. The product is: [C:1]([N:5]1[CH:9]=[C:8]([CH2:10][N:11]([CH2:12][C:13]2[N:27]=[N:26][N:25]([CH2:28][CH2:29][OH:30])[CH:14]=2)[CH2:15][C:16]2[N:17]=[N:18][N:19]([C:21]([CH3:24])([CH3:23])[CH3:22])[CH:20]=2)[N:7]=[N:6]1)([CH3:3])([CH3:4])[CH3:2]. (5) Given the reactants [N:1]1[CH:6]=[CH:5][C:4]([C:7]([O:9]CC)=[O:8])=[N:3][C:2]=1[C:12]([O:14]CC)=[O:13].[OH-].[Na+].Cl, predict the reaction product. The product is: [N:1]1[CH:6]=[CH:5][C:4]([C:7]([OH:9])=[O:8])=[N:3][C:2]=1[C:12]([OH:14])=[O:13]. (6) Given the reactants Br[CH2:2][C:3]([C:5]1[CH:10]=[CH:9][C:8]([OH:11])=[CH:7][C:6]=1[F:12])=[O:4].C[Si]([C:17]#[N:18])(C)C.[F-].C([N+](CCCC)(CCCC)CCCC)CCC, predict the reaction product. The product is: [F:12][C:6]1[CH:7]=[C:8]([OH:11])[CH:9]=[CH:10][C:5]=1[C:3](=[O:4])[CH2:2][C:17]#[N:18]. (7) Given the reactants [C:1]([O:5][C:6]([N:8]1[CH2:13][CH2:12][N:11]([C:14]2[CH:19]=[CH:18][C:17]([C:20]3[C:21]([NH:25][C@H:26]([C:31](O)=[O:32])[CH2:27][CH:28]([CH3:30])[CH3:29])=[N:22][O:23][N:24]=3)=[CH:16][CH:15]=2)[CH2:10][CH2:9]1)=[O:7])([CH3:4])([CH3:3])[CH3:2].C1CN([P+](O[N:51]2N=[N:58][C:53]3C=CC=C[C:52]2=3)(N2CCCC2)N2CCCC2)CC1.F[P-](F)(F)(F)(F)F.Cl.NCC#N.C(N(CC)CC)C.C([O-])(O)=O.[Na+], predict the reaction product. The product is: [C:52]([CH2:53][NH:58][C:31](=[O:32])[C@H:26]([CH2:27][CH:28]([CH3:29])[CH3:30])[NH:25][C:21]1[C:20]([C:17]2[CH:18]=[CH:19][C:14]([N:11]3[CH2:10][CH2:9][N:8]([C:6]([O:5][C:1]([CH3:4])([CH3:3])[CH3:2])=[O:7])[CH2:13][CH2:12]3)=[CH:15][CH:16]=2)=[N:24][O:23][N:22]=1)#[N:51].